From a dataset of Full USPTO retrosynthesis dataset with 1.9M reactions from patents (1976-2016). Predict the reactants needed to synthesize the given product. Given the product [Br:1][C:2]1[C:3]([CH3:14])=[N:4][N:5]([CH2:27][CH:24]2[CH2:25][CH2:26][CH:22]([OH:21])[CH2:23]2)[C:6]=1[C:7]1[CH:12]=[CH:11][C:10]([F:13])=[CH:9][CH:8]=1, predict the reactants needed to synthesize it. The reactants are: [Br:1][C:2]1[C:3]([CH3:14])=[N:4][NH:5][C:6]=1[C:7]1[CH:12]=[CH:11][C:10]([F:13])=[CH:9][CH:8]=1.O1CCCCC1[O:21][CH:22]1[CH2:26][CH2:25][CH:24]([CH2:27]O)[CH2:23]1.C1(P(C2C=CC=CC=2)C2C=CC=CC=2)C=CC=CC=1.N(C(OC(C)C)=O)=NC(OC(C)C)=O.O.C1(C)C=CC(S(O)(=O)=O)=CC=1.